From a dataset of Peptide-MHC class I binding affinity with 185,985 pairs from IEDB/IMGT. Regression. Given a peptide amino acid sequence and an MHC pseudo amino acid sequence, predict their binding affinity value. This is MHC class I binding data. (1) The peptide sequence is FLLASVYSV. The binding affinity (normalized) is 0.258. The MHC is H-2-Db with pseudo-sequence H-2-Db. (2) The peptide sequence is KEGKAGYI. The MHC is Mamu-B01 with pseudo-sequence Mamu-B01. The binding affinity (normalized) is 0. (3) The peptide sequence is KIFFRPTTI. The MHC is HLA-B15:01 with pseudo-sequence HLA-B15:01. The binding affinity (normalized) is 0.581. (4) The peptide sequence is CCFHCQVC. The MHC is HLA-A68:01 with pseudo-sequence HLA-A68:01. The binding affinity (normalized) is 0.120. (5) The peptide sequence is QVAGTGVQFY. The MHC is HLA-A11:01 with pseudo-sequence HLA-A11:01. The binding affinity (normalized) is 0.532. (6) The peptide sequence is KSIIIPFIAY. The MHC is HLA-A33:01 with pseudo-sequence HLA-A33:01. The binding affinity (normalized) is 0.0422.